From a dataset of Forward reaction prediction with 1.9M reactions from USPTO patents (1976-2016). Predict the product of the given reaction. (1) Given the reactants [CH2:1](O)[CH:2]=[CH:3][C:4]1[CH:9]=[CH:8][CH:7]=[CH:6][CH:5]=1.N1C(C)=CC(C)=CC=1C.[Cl-].[Li+].CS([Cl:26])(=O)=O, predict the reaction product. The product is: [CH2:1]([Cl:26])/[CH:2]=[CH:3]\[C:4]1[CH:9]=[CH:8][CH:7]=[CH:6][CH:5]=1. (2) Given the reactants [CH3:1][O:2][C:3]1[CH:8]=[CH:7][C:6](B(O)O)=[CH:5][CH:4]=1.[F-].[Cs+].BrC1C=CC(OC[CH2:21][NH:22][CH2:23][C@@H:24]([C:26]2[CH:27]=[CH:28][C:29]([O:46][CH2:47][O:48][CH2:49][CH2:50][Si:51]([CH3:54])([CH3:53])[CH3:52])=[C:30]([N:32](OCOCC[Si](C)(C)C)[S:33]([CH3:36])(=[O:35])=[O:34])[CH:31]=2)[OH:25])=CC=1, predict the reaction product. The product is: [OH:25][C@H:24]([C:26]1[CH:27]=[CH:28][C:29]([O:46][CH2:47][O:48][CH2:49][CH2:50][Si:51]([CH3:52])([CH3:53])[CH3:54])=[C:30]([N:32]([CH2:47][O:48][CH2:49][CH2:50][Si:51]([CH3:54])([CH3:53])[CH3:52])[S:33]([CH3:36])(=[O:34])=[O:35])[CH:31]=1)[CH2:23][NH:22][CH2:21][CH2:1][O:2][C:3]1[CH:8]=[CH:7][C:6]([C:6]2[CH:7]=[CH:8][C:3]([O:2][CH3:1])=[CH:4][CH:5]=2)=[CH:5][CH:4]=1. (3) Given the reactants Br[C:2]1[CH:3]=[CH:4][C:5]2[C:11]3[S:12][C:13]([C:15]([N:17]([C:19]4[CH:24]=[C:23]([C:25]([N:27]5[CH2:30][C:29]([F:32])([F:31])[CH2:28]5)=[O:26])[CH:22]=[CH:21][C:20]=4[Cl:33])[CH3:18])=[O:16])=[CH:14][C:10]=3[CH2:9][CH2:8][O:7][C:6]=2[CH:34]=1.CC1(C)C2[C:57](=C(P(C3C=CC=CC=3)C3C=CC=CC=3)C=CC=2)[O:56]C2C(P(C3C=CC=CC=3)C3C=CC=CC=3)=CC=CC1=2.[CH3:77][NH2:78].Cl.C([O-])([O-])=O.[Na+].[Na+], predict the reaction product. The product is: [Cl:33][C:20]1[CH:21]=[CH:22][C:23]([C:25]([N:27]2[CH2:30][C:29]([F:32])([F:31])[CH2:28]2)=[O:26])=[CH:24][C:19]=1[N:17]([CH3:18])[C:15]([C:13]1[S:12][C:11]2[C:5]3[CH:4]=[CH:3][C:2]([C:57]([NH:78][CH3:77])=[O:56])=[CH:34][C:6]=3[O:7][CH2:8][CH2:9][C:10]=2[CH:14]=1)=[O:16]. (4) Given the reactants [Br:1][C:2]1[CH:3]=[C:4]([CH:23]=[CH:24][C:25]=1[C:26]([N:28]1[CH2:32][CH2:31][CH2:30][CH2:29]1)=[O:27])[C:5]([NH:7][C@H:8]([C:13]1[NH:17][C:16]2[CH:18]=[CH:19][C:20]([Cl:22])=[CH:21][C:15]=2[N:14]=1)[CH2:9][CH2:10][S:11][CH3:12])=[O:6].ClC1C=C(C=CC=1)C(OO)=[O:38].C(O)(=O)C.ClCl, predict the reaction product. The product is: [Br:1][C:2]1[CH:3]=[C:4]([CH:23]=[CH:24][C:25]=1[C:26]([N:28]1[CH2:29][CH2:30][CH2:31][CH2:32]1)=[O:27])[C:5]([NH:7][C@H:8]([C:13]1[NH:17][C:16]2[CH:18]=[CH:19][C:20]([Cl:22])=[CH:21][C:15]=2[N:14]=1)[CH2:9][CH2:10][S:11]([CH3:12])=[O:38])=[O:6]. (5) Given the reactants [N:1]12[CH2:8][CH2:7][CH:4]([CH2:5][CH2:6]1)[C@@H:3]([O:9][C:10](N1C=CN=C1)=[O:11])[CH2:2]2.[OH:17][C:18]1[CH:23]=[CH:22][CH:21]=[CH:20][C:19]=1[C:24]1[CH:29]=[CH:28][CH:27]=[CH:26][CH:25]=1, predict the reaction product. The product is: [C:19]1([C:24]2[CH:25]=[CH:26][CH:27]=[CH:28][CH:29]=2)[CH:20]=[CH:21][CH:22]=[CH:23][C:18]=1[O:17][C:10](=[O:11])[O:9][C@@H:3]1[CH:4]2[CH2:5][CH2:6][N:1]([CH2:8][CH2:7]2)[CH2:2]1. (6) Given the reactants [N:1]1([CH2:6][CH2:7][O:8][C:9]2[CH:14]=[CH:13][C:12]([NH2:15])=[CH:11][CH:10]=2)[CH2:5][CH2:4][CH2:3][CH2:2]1.[Cl:16][C:17]1[CH:18]=[C:19]2[C:23](=[CH:24][CH:25]=1)[NH:22][C:21](=[O:26])[C:20]2=[CH:27]O, predict the reaction product. The product is: [Cl:16][C:17]1[CH:18]=[C:19]2[C:23](=[CH:24][CH:25]=1)[NH:22][C:21](=[O:26])[C:20]2=[CH:27][NH:15][C:12]1[CH:11]=[CH:10][C:9]([O:8][CH2:7][CH2:6][N:1]2[CH2:5][CH2:4][CH2:3][CH2:2]2)=[CH:14][CH:13]=1.